Dataset: CYP2C19 inhibition data for predicting drug metabolism from PubChem BioAssay. Task: Regression/Classification. Given a drug SMILES string, predict its absorption, distribution, metabolism, or excretion properties. Task type varies by dataset: regression for continuous measurements (e.g., permeability, clearance, half-life) or binary classification for categorical outcomes (e.g., BBB penetration, CYP inhibition). Dataset: cyp2c19_veith. The compound is O=C(c1ccncc1)N1CCC[C@@]2(CCN(Cc3ccccc3)C2)C1. The result is 0 (non-inhibitor).